Dataset: Forward reaction prediction with 1.9M reactions from USPTO patents (1976-2016). Task: Predict the product of the given reaction. (1) Given the reactants [CH2:1]([O:8][C:9](=[O:28])[N:10]([CH2:20][C@H:21]([NH2:27])[C@@H:22]([OH:26])[CH2:23][CH2:24][CH3:25])[CH2:11][C:12]1[CH:17]=[CH:16][C:15]([CH3:18])=[CH:14][C:13]=1[CH3:19])[C:2]1[CH:7]=[CH:6][CH:5]=[CH:4][CH:3]=1.[C:29]([O:35][CH2:36][C:37]1[CH:42]=[CH:41][CH:40]=[CH:39][CH:38]=1)(=[O:34])[CH2:30][C:31]([O-])=[O:32].C(N(CC)C(C)C)(C)C.CN(C(ON1N=NC2C=CC=NC1=2)=[N+](C)C)C.F[P-](F)(F)(F)(F)F, predict the reaction product. The product is: [CH2:36]([O:35][C:29](=[O:34])[CH2:30][C:31]([NH:27][C@@H:21]([CH2:20][N:10]([C:9]([O:8][CH2:1][C:2]1[CH:7]=[CH:6][CH:5]=[CH:4][CH:3]=1)=[O:28])[CH2:11][C:12]1[CH:17]=[CH:16][C:15]([CH3:18])=[CH:14][C:13]=1[CH3:19])[C@@H:22]([OH:26])[CH2:23][CH2:24][CH3:25])=[O:32])[C:37]1[CH:42]=[CH:41][CH:40]=[CH:39][CH:38]=1. (2) Given the reactants [C:1]([O:5][C:6](=[O:38])[NH:7][C:8]([C:10]1[CH:15]=[CH:14][C:13]([CH2:16][NH:17][C:18]([C@H:20]2[N:24]3[C:25](=[O:37])[C:26]([NH:29][CH2:30][C:31]4C=CC=C[CH:32]=4)=[CH:27][N:28]=[C:23]3[CH2:22][CH2:21]2)=[O:19])=[CH:12][CH:11]=1)=[NH:9])([CH3:4])([CH3:3])[CH3:2].C(OC(=O)NC(C1C=CC(CNC([C@H]2N3C(=O)C(N)=CN=C3CC2)=O)=CC=1)=N)(C)(C)C.C(=O)CC.[BH-](OC(C)=O)(OC(C)=O)OC(C)=O.[Na+], predict the reaction product. The product is: [C:1]([O:5][C:6](=[O:38])[NH:7][C:8]([C:10]1[CH:15]=[CH:14][C:13]([CH2:16][NH:17][C:18]([C@H:20]2[N:24]3[C:25](=[O:37])[C:26]([NH:29][CH2:30][CH2:31][CH3:32])=[CH:27][N:28]=[C:23]3[CH2:22][CH2:21]2)=[O:19])=[CH:12][CH:11]=1)=[NH:9])([CH3:3])([CH3:2])[CH3:4]. (3) The product is: [C:1]([O:5][C:6]([NH:8][C@H:9]([C:30]([O:32][CH3:33])=[O:31])[CH2:10][C:11]1[CH:12]=[N:13][C:14]([CH2:17][CH2:18][CH2:19][C:20]2[CH:29]=[CH:28][C:27]3[CH2:26][CH2:25][CH2:24][NH:23][C:22]=3[N:21]=2)=[CH:15][CH:16]=1)=[O:7])([CH3:4])([CH3:3])[CH3:2]. Given the reactants [C:1]([O:5][C:6]([NH:8][C@H:9]([C:30]([O:32][CH3:33])=[O:31])[CH2:10][C:11]1[CH:12]=[N:13][C:14]([CH2:17][CH2:18][CH2:19][C:20]2[CH:29]=[CH:28][C:27]3[C:22](=[N:23][CH:24]=[CH:25][CH:26]=3)[N:21]=2)=[CH:15][CH:16]=1)=[O:7])([CH3:4])([CH3:3])[CH3:2], predict the reaction product. (4) Given the reactants [N:1]([CH2:4][C@H:5]1[CH2:9][CH2:8][CH2:7][C@@H:6]1[NH:10][C:11]1[CH:20]=[C:19]([CH3:21])[C:18]2[C:13](=[CH:14][CH:15]=[C:16]([O:22][CH3:23])[CH:17]=2)[N:12]=1)=[N+]=[N-], predict the reaction product. The product is: [NH2:1][CH2:4][C@H:5]1[CH2:9][CH2:8][CH2:7][C@@H:6]1[NH:10][C:11]1[CH:20]=[C:19]([CH3:21])[C:18]2[C:13](=[CH:14][CH:15]=[C:16]([O:22][CH3:23])[CH:17]=2)[N:12]=1.